From a dataset of Reaction yield outcomes from USPTO patents with 853,638 reactions. Predict the reaction yield, written as a fraction of the theoretical maximum amount of product (1.0 means a 100% yield; for example, 0.34 means a 34% yield). (1) The catalyst is O. The yield is 0.620. The product is [CH2:13]([C:15]1[N:16]=[C:17]([CH2:48][CH2:49][CH3:50])[N:18]([CH2:33][C:34]2[CH:39]=[CH:38][C:37]([C:40]3[CH:45]=[CH:44][CH:43]=[CH:42][C:41]=3[C:46]3[NH:3][C:4](=[O:7])[O:5][N:47]=3)=[CH:36][CH:35]=2)[C:19](=[O:32])[C:20]=1[C:21]1[CH:22]=[CH:23][C:24]([O:27][C:28]([F:30])([F:29])[F:31])=[CH:25][CH:26]=1)[CH3:14]. The reactants are [Cl-].O[NH3+:3].[C:4](=[O:7])([O-])[OH:5].[Na+].CS(C)=O.[CH2:13]([C:15]1[N:16]=[C:17]([CH2:48][CH2:49][CH3:50])[N:18]([CH2:33][C:34]2[CH:39]=[CH:38][C:37]([C:40]3[C:41]([C:46]#[N:47])=[CH:42][CH:43]=[CH:44][CH:45]=3)=[CH:36][CH:35]=2)[C:19](=[O:32])[C:20]=1[C:21]1[CH:26]=[CH:25][C:24]([O:27][C:28]([F:31])([F:30])[F:29])=[CH:23][CH:22]=1)[CH3:14]. (2) The reactants are C([N:5]1[CH2:10][CH2:9][CH2:8][CH2:7][CH2:6]1)=CCC.C(#N)[CH:12]=[CH2:13].C(O)(=[O:17])C.O. The catalyst is C(#N)C. The product is [CH2:12]([CH:7]([CH:6]=[O:17])[CH2:8][CH2:9][C:10]#[N:5])[CH3:13]. The yield is 0.420. (3) The product is [CH2:44]([O:43][C:41](=[O:42])[CH2:40][C:35]1[C:34]([C:32]#[C:33][C:2]2[C:7]([C:8]([F:11])([F:10])[F:9])=[CH:6][N:5]=[C:4]([NH:12][C:13]3[CH:18]=[CH:17][C:16]([CH:19]4[CH2:24][CH2:23][N:22]([C:25]([O:27][C:28]([CH3:31])([CH3:30])[CH3:29])=[O:26])[CH2:21][CH2:20]4)=[CH:15][CH:14]=3)[N:3]=2)=[N:39][CH:38]=[CH:37][N:36]=1)[CH3:45]. The reactants are Cl[C:2]1[C:7]([C:8]([F:11])([F:10])[F:9])=[CH:6][N:5]=[C:4]([NH:12][C:13]2[CH:18]=[CH:17][C:16]([CH:19]3[CH2:24][CH2:23][N:22]([C:25]([O:27][C:28]([CH3:31])([CH3:30])[CH3:29])=[O:26])[CH2:21][CH2:20]3)=[CH:15][CH:14]=2)[N:3]=1.[C:32]([C:34]1[C:35]([CH2:40][C:41]([O:43][CH2:44][CH3:45])=[O:42])=[N:36][CH:37]=[CH:38][N:39]=1)#[CH:33].C(N(CC)CC)C. The catalyst is Cl[Pd](Cl)([P](C1C=CC=CC=1)(C1C=CC=CC=1)C1C=CC=CC=1)[P](C1C=CC=CC=1)(C1C=CC=CC=1)C1C=CC=CC=1.[Cu]I.CN(C=O)C. The yield is 0.520.